This data is from Forward reaction prediction with 1.9M reactions from USPTO patents (1976-2016). The task is: Predict the product of the given reaction. (1) Given the reactants Cl.[CH2:2]([N:4]([CH2:17][CH3:18])[C:5]([CH:7]1[CH2:12][CH2:11][CH2:10][N:9]([CH2:13][C:14]([OH:16])=O)[CH2:8]1)=[O:6])[CH3:3].[NH2:19][C@@H:20]([CH2:38][O:39][CH2:40][C:41]1[CH:46]=[CH:45][CH:44]=[CH:43][CH:42]=1)[C:21]([NH:23][C:24]1[CH:29]=[CH:28][C:27]([O:30][C:31]2[CH:36]=[CH:35][C:34]([F:37])=[CH:33][CH:32]=2)=[CH:26][CH:25]=1)=[O:22], predict the reaction product. The product is: [CH2:40]([O:39][CH2:38][C@H:20]([NH:19][C:14](=[O:16])[CH2:13][N:9]1[CH2:10][CH2:11][CH2:12][CH:7]([C:5]([N:4]([CH2:2][CH3:3])[CH2:17][CH3:18])=[O:6])[CH2:8]1)[C:21]([NH:23][C:24]1[CH:29]=[CH:28][C:27]([O:30][C:31]2[CH:36]=[CH:35][C:34]([F:37])=[CH:33][CH:32]=2)=[CH:26][CH:25]=1)=[O:22])[C:41]1[CH:46]=[CH:45][CH:44]=[CH:43][CH:42]=1. (2) Given the reactants [F:1][C:2]1[CH:10]=[CH:9][CH:8]=[C:7]2[C:3]=1[C:4](CCN(C)C)=[CH:5][NH:6]2.[OH-].[Na+].[C:18](O)(=O)C.[N+:22]([CH:25]([CH3:27])[CH3:26])([O-:24])=[O:23], predict the reaction product. The product is: [F:1][C:2]1[CH:10]=[CH:9][CH:8]=[C:7]2[C:3]=1[C:4]([CH2:26][C:25]([CH3:18])([N+:22]([O-:24])=[O:23])[CH3:27])=[CH:5][NH:6]2. (3) Given the reactants N1[N:5]2[C:6](=[O:14])[C:7]3[N:8]([N:11]=[CH:12][CH:13]=3)C(=O)[C:4]2=[CH:3][CH:2]=1.NC1C=C[C:19]([Cl:22])=[CH:18][N:17]=1, predict the reaction product. The product is: [Cl:22][C:19]1[CH:2]=[CH:3][C:4]([NH:5][C:6]([C:7]2[CH:13]=[CH:12][NH:11][N:8]=2)=[O:14])=[N:17][CH:18]=1. (4) Given the reactants CC(NC1C(I)=C(C([O-])=O)C(I)=C(N(C(C)=O)C)C=1I)=O.C(O)[C@H]1O[C@H](O[C@@]2(CO)O[C@H](CO)[C@@H](O)[C@@H]2O)[C@H](O)[C@@H](O)[C@@H]1O.[Na+].[C@H:46]1([O:57][CH2:58][C@H:59]([NH:78][C:79](=[O:105])[CH2:80][CH2:81][CH2:82][CH2:83][CH2:84][CH2:85][CH2:86][CH2:87][CH2:88][CH2:89][CH2:90][CH2:91][CH2:92][CH2:93][CH2:94][CH2:95][CH2:96][CH2:97][CH2:98][CH2:99][CH2:100][CH2:101][CH2:102][CH2:103][CH3:104])[C@@H:60]([OH:77])[C@H:61]([OH:76])[CH2:62][CH2:63][CH2:64][CH2:65][CH2:66][CH2:67][CH2:68][CH2:69][CH2:70][CH2:71][CH2:72][CH2:73][CH2:74][CH3:75])[O:54][C@H:53]([CH2:55][OH:56])[C@H:51]([OH:52])[C@H:49]([OH:50])[C@H:47]1[OH:48], predict the reaction product. The product is: [CH3:104][CH2:103][CH2:102][CH2:101][CH2:100][CH2:99][CH2:98][CH2:97][CH2:96][CH2:95][CH2:94][CH2:93][CH2:92][CH2:91][CH2:90][CH2:89][CH2:88][CH2:87][CH2:86][CH2:85][CH2:84][CH2:83][CH2:82][CH2:81][CH2:80][C:79]([NH:78][C@H:59]([C@H:60]([OH:77])[C@H:61]([OH:76])[CH2:62][CH2:63][CH2:64][CH2:65][CH2:66][CH2:67][CH2:68][CH2:69][CH2:70][CH2:71][CH2:72][CH2:73][CH2:74][CH3:75])[CH2:58][O:57][C@H:46]1[O:54][C@H:53]([CH2:55][OH:56])[C@H:51]([OH:52])[C@H:49]([OH:50])[C@H:47]1[OH:48])=[O:105]. (5) Given the reactants [CH:1]1[N:9]([C@@H:10]2[O:14][C@H:13]([CH2:15][OH:16])O[CH2:11]2)[C:8]2[N:7]=[C:6](N)[N:5]=[C:4]([NH2:18])[C:3]=2[N:2]=1.[Sb](F)(F)[F:20].N([O:25][C:26](C)(C)C)=O.C(#N)C.O, predict the reaction product. The product is: [F:20][C:6]1[N:5]=[C:4]([NH2:18])[C:3]2[N:2]=[CH:1][N:9]([C:8]=2[N:7]=1)[C@@H:10]1[O:14][C@H:13]([CH2:15][OH:16])[C@@H:26]([OH:25])[CH2:11]1.